This data is from Reaction yield outcomes from USPTO patents with 853,638 reactions. The task is: Predict the reaction yield, written as a fraction of the theoretical maximum amount of product (1.0 means a 100% yield; for example, 0.34 means a 34% yield). (1) The reactants are [NH2:1][C:2]1[CH:10]=[CH:9][C:5]([C:6]([OH:8])=[O:7])=[CH:4][C:3]=1[OH:11].[C:12](OC)(OC)(OC)[CH3:13]. The catalyst is CO. The product is [CH3:12][C:13]1[O:11][C:3]2[CH:4]=[C:5]([C:6]([OH:8])=[O:7])[CH:9]=[CH:10][C:2]=2[N:1]=1. The yield is 0.460. (2) The reactants are [CH2:1]([O:8][C:9]1[CH:14]=[CH:13][C:12]([C:15]2[N:20]=[CH:19][N:18]=[C:17]([N:21]([O:33][Si](C(C)(C)C)(C)C)[C:22](=[O:32])[C@H:23]([CH2:25][C:26]3[CH:31]=[CH:30][CH:29]=[CH:28][CH:27]=3)[NH2:24])[CH:16]=2)=[CH:11][CH:10]=1)[C:2]1[CH:7]=[CH:6][CH:5]=[CH:4][CH:3]=1.[F-].C([N+](CCCC)(CCCC)CCCC)CCC. The catalyst is C1COCC1. The product is [CH2:1]([O:8][C:9]1[CH:10]=[CH:11][C:12]([C:15]2[N:20]=[CH:19][N:18]=[C:17]([N:21]([OH:33])[C:22](=[O:32])[C@H:23]([CH2:25][C:26]3[CH:27]=[CH:28][CH:29]=[CH:30][CH:31]=3)[NH2:24])[CH:16]=2)=[CH:13][CH:14]=1)[C:2]1[CH:7]=[CH:6][CH:5]=[CH:4][CH:3]=1. The yield is 0.500. (3) The reactants are [CH2:1]([O:3][P:4]([CH2:9][CH2:10][NH2:11])(=[O:8])[O:5][CH2:6][CH3:7])[CH3:2].[C:12](Cl)(=[O:15])[CH:13]=[CH2:14].[OH-].[Na+]. The catalyst is C(Cl)Cl.O. The product is [CH2:6]([O:5][P:4]([CH2:9][CH2:10][NH:11][C:12](=[O:15])[CH:13]=[CH2:14])([O:3][CH2:1][CH3:2])=[O:8])[CH3:7]. The yield is 0.630. (4) The reactants are [F:1][C:2]1[CH:7]=[CH:6][C:5]([CH:8]([C:15]2[CH:20]=[CH:19][C:18]([F:21])=[CH:17][CH:16]=2)[N:9]2[CH2:14][CH2:13][NH:12][CH2:11][CH2:10]2)=[CH:4][CH:3]=1.F[C:23]1[CH:30]=[CH:29][C:28]([N+:31]([O-:33])=[O:32])=[CH:27][C:24]=1[C:25]#[N:26].C(=O)([O-])[O-].[K+].[K+].O. The catalyst is CN(C=O)C. The product is [F:21][C:18]1[CH:19]=[CH:20][C:15]([CH:8]([C:5]2[CH:4]=[CH:3][C:2]([F:1])=[CH:7][CH:6]=2)[N:9]2[CH2:10][CH2:11][N:12]([C:23]3[CH:30]=[CH:29][C:28]([N+:31]([O-:33])=[O:32])=[CH:27][C:24]=3[C:25]#[N:26])[CH2:13][CH2:14]2)=[CH:16][CH:17]=1. The yield is 0.770. (5) The reactants are [CH:1]1([C:6]([OH:8])=O)[CH2:5][CH2:4][CH2:3][CH2:2]1.CCN(C(C)C)C(C)C.CN([C:21]([O:25][N:26]1N=NC2C=CC=C[C:27]1=2)=[N+](C)C)C.[B-](F)(F)(F)F.Cl.CNOC. The catalyst is C(#N)C. The product is [CH3:21][O:25][N:26]([CH3:27])[C:6]([CH:1]1[CH2:5][CH2:4][CH2:3][CH2:2]1)=[O:8]. The yield is 0.970. (6) The reactants are II.Br[C:4]1[CH:9]=[CH:8][CH:7]=[CH:6][C:5]=1[CH2:10][CH2:11][CH3:12].[O:13]1[CH2:15][CH2:14]1. The catalyst is O1CCCC1. The product is [CH2:10]([C:5]1[CH:6]=[CH:7][CH:8]=[CH:9][C:4]=1[CH2:15][CH2:14][OH:13])[CH2:11][CH3:12]. The yield is 0.150.